Dataset: Forward reaction prediction with 1.9M reactions from USPTO patents (1976-2016). Task: Predict the product of the given reaction. (1) Given the reactants [O:1]=[S:2]1(=[O:19])[CH2:6][CH2:5][CH2:4][N:3]1[C:7]12[CH2:15][CH:11]3[CH2:12][CH:13]([CH2:14]1)[C:9](C(O)=O)([CH2:10]3)[CH2:8]2.OS(O)(=O)=O.[N-:25]=[N+]=[N-].[Na+], predict the reaction product. The product is: [O:1]=[S:2]1(=[O:19])[CH2:6][CH2:5][CH2:4][N:3]1[C:7]12[CH2:15][CH:11]3[CH2:12][CH:13]([CH2:14]1)[C:9]([NH2:25])([CH2:10]3)[CH2:8]2. (2) Given the reactants [C:1]([OH:6])(=[O:5])[CH:2]([CH3:4])[OH:3].[C:7]([OH:16])(=[O:15])[C:8]1[C:9](=[CH:11][CH:12]=[CH:13][CH:14]=1)[OH:10].[OH-].[CH2:18]([P+:22]([CH2:31][CH2:32][CH2:33][CH3:34])([CH2:27][CH2:28][CH2:29][CH3:30])[CH2:23][CH2:24][CH2:25][CH3:26])[CH2:19][CH2:20][CH3:21], predict the reaction product. The product is: [C:7]([O-:16])(=[O:15])[C:8]1[C:9](=[CH:11][CH:12]=[CH:13][CH:14]=1)[OH:10].[CH2:31]([P+:22]([CH2:18][CH2:19][CH2:20][CH3:21])([CH2:23][CH2:24][CH2:25][CH3:26])[CH2:27][CH2:28][CH2:29][CH3:30])[CH2:32][CH2:33][CH3:34].[C:1]([OH:6])(=[O:5])[CH:2]([CH3:4])[OH:3]. (3) Given the reactants [CH3:1][N:2]([CH3:17])[CH2:3][CH2:4][NH:5][C:6]([C:8]1[C:13]([NH2:14])=[N:12][C:11]([NH2:15])=[C:10]([Cl:16])[N:9]=1)=[O:7].[Br:18][CH2:19][CH2:20][CH2:21][CH2:22][CH2:23][CH2:24][CH2:25][C:26]([NH2:28])=[O:27], predict the reaction product. The product is: [Br-:18].[C:26]([CH2:25][CH2:24][CH2:23][CH2:22][CH2:21][CH2:20][CH2:19][N+:2]([CH2:3][CH2:4][NH:5][C:6]([C:8]1[C:13]([NH2:14])=[N:12][C:11]([NH2:15])=[C:10]([Cl:16])[N:9]=1)=[O:7])([CH3:17])[CH3:1])(=[O:27])[NH2:28].